Task: Regression. Given two drug SMILES strings and cell line genomic features, predict the synergy score measuring deviation from expected non-interaction effect.. Dataset: NCI-60 drug combinations with 297,098 pairs across 59 cell lines (1) Cell line: CAKI-1. Drug 2: CC1OCC2C(O1)C(C(C(O2)OC3C4COC(=O)C4C(C5=CC6=C(C=C35)OCO6)C7=CC(=C(C(=C7)OC)O)OC)O)O. Synergy scores: CSS=59.6, Synergy_ZIP=4.89, Synergy_Bliss=5.79, Synergy_Loewe=10.3, Synergy_HSA=11.6. Drug 1: CC1=C(C=C(C=C1)NC2=NC=CC(=N2)N(C)C3=CC4=NN(C(=C4C=C3)C)C)S(=O)(=O)N.Cl. (2) Drug 1: C1=CC=C(C(=C1)C(C2=CC=C(C=C2)Cl)C(Cl)Cl)Cl. Drug 2: CC1CCC2CC(C(=CC=CC=CC(CC(C(=O)C(C(C(=CC(C(=O)CC(OC(=O)C3CCCCN3C(=O)C(=O)C1(O2)O)C(C)CC4CCC(C(C4)OC)O)C)C)O)OC)C)C)C)OC. Cell line: SNB-19. Synergy scores: CSS=15.2, Synergy_ZIP=-2.76, Synergy_Bliss=5.21, Synergy_Loewe=-5.40, Synergy_HSA=4.35.